This data is from Reaction yield outcomes from USPTO patents with 853,638 reactions. The task is: Predict the reaction yield, written as a fraction of the theoretical maximum amount of product (1.0 means a 100% yield; for example, 0.34 means a 34% yield). (1) The reactants are [Cl:1][C:2]1[CH:3]=[C:4]([CH:8]=[CH:9][C:10]=1[N:11]([CH2:28][CH2:29][OH:30])[C:12]([C:14]1[S:27][C:17]2[C:18]3[CH:26]=[CH:25][CH:24]=[CH:23][C:19]=3[O:20][CH2:21][CH2:22][C:16]=2[CH:15]=1)=[O:13])[C:5](O)=[O:6].[CH3:31][NH:32][CH3:33]. No catalyst specified. The product is [Cl:1][C:2]1[CH:3]=[C:4]([C:5](=[O:6])[N:32]([CH3:33])[CH3:31])[CH:8]=[CH:9][C:10]=1[N:11]([CH2:28][CH2:29][OH:30])[C:12]([C:14]1[S:27][C:17]2[C:18]3[CH:26]=[CH:25][CH:24]=[CH:23][C:19]=3[O:20][CH2:21][CH2:22][C:16]=2[CH:15]=1)=[O:13]. The yield is 0.500. (2) The reactants are [CH:1]1([C:6]([O:8]C)=O)[CH2:5][CH2:4][CH2:3][CH2:2]1.[C:10](#[N:12])[CH3:11].[H-].[Na+]. The catalyst is O1CCCC1. The product is [CH:1]1([C:6](=[O:8])[CH2:11][C:10]#[N:12])[CH2:2][CH2:3][CH2:4][CH2:5]1. The yield is 0.930. (3) The reactants are [F:1][C:2]([F:28])([F:27])[O:3][C:4]1[CH:11]=[CH:10][C:7]([CH:8]=[O:9])=[CH:6][C:5]=1[C:12]1[C:21]([CH3:22])=[CH:20][C:19]2[C:18]([CH3:24])([CH3:23])[CH2:17][CH:16](C)[CH:15]([CH3:26])[C:14]=2[CH:13]=1.[BH4-].[Na+].[CH3:31]O. No catalyst specified. The product is [CH3:22][C:21]1[C:12]([C:5]2[CH:6]=[C:7]([CH:10]=[CH:11][C:4]=2[O:3][C:2]([F:1])([F:28])[F:27])[CH2:8][OH:9])=[CH:13][C:14]2[C:15]([CH3:31])([CH3:26])[CH2:16][CH2:17][C:18]([CH3:24])([CH3:23])[C:19]=2[CH:20]=1. The yield is 0.220. (4) The reactants are [CH:1]1[CH:2]=[C:3]([CH2:6][NH:7][C:8]2[C:13]([C:14]([OH:16])=O)=[CH:12][C:11]([S:17]([NH2:20])(=[O:19])=[O:18])=[C:10]([Cl:21])[CH:9]=2)[O:4][CH:5]=1.C1N=C[N:24](C(N2C=NC=C2)=O)[CH:23]=1.[CH3:34][N:35]([CH3:41])[CH2:36][CH2:37][CH2:38]NC. The catalyst is C1COCC1.O. The product is [CH3:34][N:35]([CH2:36][CH2:37][CH2:38][C:9]1[C:8]([NH:7][CH2:6][C:3]2[O:4][CH:5]=[CH:1][CH:2]=2)=[C:13]([CH:12]=[C:11]([S:17]([NH2:20])(=[O:19])=[O:18])[C:10]=1[Cl:21])[C:14]([NH:24][CH3:23])=[O:16])[CH3:41]. The yield is 0.900. (5) The reactants are C([O:8][CH:9]([CH3:30])[CH2:10][CH2:11][C:12]1[O:13][C:14]2[C:23]3[CH:22]([CH2:24][CH2:25][NH:26][C:27](=[O:29])[CH3:28])[CH2:21][CH2:20][C:19]=3[CH:18]=[CH:17][C:15]=2[N:16]=1)C1C=CC=CC=1. The catalyst is CO.[C].[Pd]. The product is [OH:8][CH:9]([CH3:30])[CH2:10][CH2:11][C:12]1[O:13][C:14]2[C:23]3[CH:22]([CH2:24][CH2:25][NH:26][C:27](=[O:29])[CH3:28])[CH2:21][CH2:20][C:19]=3[CH:18]=[CH:17][C:15]=2[N:16]=1. The yield is 0.840.